This data is from Full USPTO retrosynthesis dataset with 1.9M reactions from patents (1976-2016). The task is: Predict the reactants needed to synthesize the given product. Given the product [CH3:27][N:8]1[C:9]2[C:14](=[CH:13][C:12]([C:17]#[C:18][CH2:19][C:20]3[CH:25]=[CH:24][CH:23]=[CH:22][CH:21]=3)=[CH:11][CH:10]=2)[C:15](=[O:16])[N:6]([CH2:5][C:4]2[CH:29]=[CH:30][C:31]([C:34]([Cl:36])=[O:35])=[CH:2][CH:3]=2)[C:7]1=[O:28], predict the reactants needed to synthesize it. The reactants are: F[C:2]1[CH:3]=[C:4]([CH:29]=[CH:30][C:31]=1F)[CH2:5][N:6]1[C:15](=[O:16])[C:14]2[C:9](=[CH:10][CH:11]=[C:12]([C:17]#[C:18][CH2:19][C:20]3[CH:25]=[CH:24][C:23](F)=[CH:22][CH:21]=3)[CH:13]=2)[N:8]([CH3:27])[C:7]1=[O:28].C(Cl)(=O)[C:34]([Cl:36])=[O:35].